Dataset: Reaction yield outcomes from USPTO patents with 853,638 reactions. Task: Predict the reaction yield, written as a fraction of the theoretical maximum amount of product (1.0 means a 100% yield; for example, 0.34 means a 34% yield). (1) The reactants are [NH2:1][C:2]1[O:3][CH:4]([CH3:8])[C:5](=[O:7])[N:6]=1.[C:9]([O:13][C:14](O[C:14]([O:13][C:9]([CH3:12])([CH3:11])[CH3:10])=[O:15])=[O:15])([CH3:12])([CH3:11])[CH3:10].C(N(CC)CC)C. The catalyst is CN(C)C1C=CN=CC=1.CN(C)C=O. The product is [C:9]([O:13][C:14](=[O:15])[NH:1][C:2]1[O:3][CH:4]([CH3:8])[C:5](=[O:7])[N:6]=1)([CH3:12])([CH3:11])[CH3:10]. The yield is 0.680. (2) The reactants are [CH3:1][C:2]1[O:6][C:5]([C:7]2[CH:12]=[CH:11][CH:10]=[CH:9][CH:8]=2)=[N:4][C:3]=1[CH2:13][O:14][C:15]1[CH:23]=[CH:22][C:18]([CH2:19][O:20][NH2:21])=[CH:17][CH:16]=1.[C:24]([CH2:32][C:33]([O:35][CH2:36][CH3:37])=[O:34])(=O)[C:25]1[CH:30]=[CH:29][CH:28]=[CH:27][CH:26]=1.C(O)(=O)C.C([O-])(=O)C.[Na+]. The catalyst is C(OCC)(=O)C.CCCCCC.O.C(O)C. The product is [CH3:1][C:2]1[O:6][C:5]([C:7]2[CH:8]=[CH:9][CH:10]=[CH:11][CH:12]=2)=[N:4][C:3]=1[CH2:13][O:14][C:15]1[CH:16]=[CH:17][C:18]([CH2:19][O:20]/[N:21]=[C:24](/[C:25]2[CH:26]=[CH:27][CH:28]=[CH:29][CH:30]=2)\[CH2:32][C:33]([O:35][CH2:36][CH3:37])=[O:34])=[CH:22][CH:23]=1. The yield is 0.830. (3) The reactants are [F:1][C:2]1[C:15]([NH:16][CH2:17][C:18]2[CH:23]=[C:22]([C:24]3[CH:29]=[CH:28][CH:27]=[C:26]([F:30])[CH:25]=3)[CH:21]=[C:20]([F:31])[C:19]=2[CH3:32])=[C:14]([F:33])[CH:13]=[CH:12][C:3]=1[O:4][CH2:5][C:6]([O:8]C(C)C)=[O:7].[OH-].[Na+]. The catalyst is C1COCC1.CO. The product is [F:1][C:2]1[C:15]([NH:16][CH2:17][C:18]2[CH:23]=[C:22]([C:24]3[CH:29]=[CH:28][CH:27]=[C:26]([F:30])[CH:25]=3)[CH:21]=[C:20]([F:31])[C:19]=2[CH3:32])=[C:14]([F:33])[CH:13]=[CH:12][C:3]=1[O:4][CH2:5][C:6]([OH:8])=[O:7]. The yield is 0.380. (4) The reactants are [F:1][C:2]1[CH:7]=[CH:6][CH:5]=[CH:4][C:3]=1[C:8]1[O:12][C:11]([C:13](Cl)=[O:14])=[CH:10][CH:9]=1.[NH2:16][C:17]1[O:18][C:19]([C:22]2[O:23][CH:24]=[CH:25][CH:26]=2)=[N:20][N:21]=1.CO. The catalyst is N1C=CC=CC=1. The product is [F:1][C:2]1[CH:7]=[CH:6][CH:5]=[CH:4][C:3]=1[C:8]1[O:12][C:11]([C:13]([NH:16][C:17]2[O:18][C:19]([C:22]3[O:23][CH:24]=[CH:25][CH:26]=3)=[N:20][N:21]=2)=[O:14])=[CH:10][CH:9]=1. The yield is 0.700. (5) The reactants are [NH2:1][C:2]1[N:3]=[CH:4][NH:5][C:6]=1[C:7]#[N:8].[CH:9](=O)[CH2:10][CH2:11][CH2:12][CH3:13].C([BH3-])#N.[Na+]. The catalyst is CO. The product is [CH2:9]([NH:1][C:2]1[N:3]=[CH:4][NH:5][C:6]=1[C:7]#[N:8])[CH2:10][CH2:11][CH2:12][CH3:13]. The yield is 0.700. (6) The reactants are [N:1]1[C:10]2[CH:9]([NH:11][CH2:12][CH2:13][CH2:14][CH2:15][N:16]3[C:24](=[O:25])[C:23]4[C:18](=[CH:19][CH:20]=[CH:21][CH:22]=4)[C:17]3=[O:26])[CH2:8][CH2:7][CH2:6][C:5]=2[CH:4]=[CH:3][CH:2]=1.C(O[BH-](O[C:37](=O)[CH3:38])OC(=O)C)(=O)C.[Na+]. The catalyst is C(Cl)Cl. The product is [N:11]1[C:9]2=[C:10]3[C:5](=[CH:6][CH:7]=[CH:8]2)[CH2:4][CH2:3][CH2:2][N:1]3[C:37]=1[CH2:38][N:11]([CH:9]1[C:10]2[N:1]=[CH:2][CH:3]=[CH:4][C:5]=2[CH2:6][CH2:7][CH2:8]1)[CH2:12][CH2:13][CH2:14][CH2:15][N:16]1[C:24](=[O:25])[C:23]2[C:18](=[CH:19][CH:20]=[CH:21][CH:22]=2)[C:17]1=[O:26]. The yield is 0.270.